From a dataset of Full USPTO retrosynthesis dataset with 1.9M reactions from patents (1976-2016). Predict the reactants needed to synthesize the given product. (1) Given the product [CH3:1][O:2][C:3](=[O:20])[CH:4]([O:13][C:14]1[CH:15]=[CH:16][CH:17]=[CH:18][CH:19]=1)[CH2:5][C:6]1[CH:11]=[CH:10][C:9]([O:12][CH2:22][CH2:23][CH2:24][O:25][C:26]2[CH:31]=[CH:30][C:29]([O:32][C:33]3[CH:38]=[CH:37][CH:36]=[CH:35][CH:34]=3)=[CH:28][CH:27]=2)=[CH:8][CH:7]=1, predict the reactants needed to synthesize it. The reactants are: [CH3:1][O:2][C:3](=[O:20])[CH:4]([O:13][C:14]1[CH:19]=[CH:18][CH:17]=[CH:16][CH:15]=1)[CH2:5][C:6]1[CH:11]=[CH:10][C:9]([OH:12])=[CH:8][CH:7]=1.Br[CH2:22][CH2:23][CH2:24][O:25][C:26]1[CH:31]=[CH:30][C:29]([O:32][C:33]2[CH:38]=[CH:37][CH:36]=[CH:35][CH:34]=2)=[CH:28][CH:27]=1.CC(C)([O-])C.[K+]. (2) Given the product [C:14]([C:18]1[CH:19]=[C:20]2[C:21](=[CH:27][CH:28]=1)[C:22](=[O:23])[N:1]([CH2:2][CH:3]([C:8]1([CH3:13])[O:9][CH2:10][CH2:11][O:12]1)[C:4]([O:6][CH3:7])=[O:5])[C:25]2=[O:24])([CH3:17])([CH3:15])[CH3:16], predict the reactants needed to synthesize it. The reactants are: [NH2:1][CH2:2][CH:3]([C:8]1([CH3:13])[O:12][CH2:11][CH2:10][O:9]1)[C:4]([O:6][CH3:7])=[O:5].[C:14]([C:18]1[CH:19]=[C:20]2[C:25](=O)[O:24][C:22](=[O:23])[C:21]2=[CH:27][CH:28]=1)([CH3:17])([CH3:16])[CH3:15]. (3) Given the product [CH2:19]([O:21][CH2:22][CH2:23][CH2:24][NH:25][CH2:8][C:7]1[CH:10]=[CH:11][C:4]([CH:1]([CH3:3])[CH3:2])=[CH:5][CH:6]=1)[CH3:20], predict the reactants needed to synthesize it. The reactants are: [CH:1]([C:4]1[CH:11]=[CH:10][C:7]([CH:8]=O)=[CH:6][CH:5]=1)([CH3:3])[CH3:2].C(OC)(OC)OC.[CH2:19]([O:21][CH2:22][CH2:23][CH2:24][NH2:25])[CH3:20].[BH4-]. (4) Given the product [OH:1][C:2]1[CH:7]=[CH:6][C:5]([CH2:8][CH2:9][NH:10][C:11]2[N:16]=[C:15]([C:17]3[CH:18]=[C:19]([CH:23]=[CH:24][CH:25]=3)[C:20]([NH:40][CH2:39][CH:34]3[CH2:35][CH2:36][CH2:37][CH2:38][NH:33]3)=[O:22])[CH:14]=[CH:13][N:12]=2)=[CH:4][CH:3]=1, predict the reactants needed to synthesize it. The reactants are: [OH:1][C:2]1[CH:7]=[CH:6][C:5]([CH2:8][CH2:9][NH:10][C:11]2[N:16]=[C:15]([C:17]3[CH:18]=[C:19]([CH:23]=[CH:24][CH:25]=3)[C:20]([OH:22])=O)[CH:14]=[CH:13][N:12]=2)=[CH:4][CH:3]=1.C(OC([N:33]1[CH2:38][CH2:37][CH2:36][CH2:35][CH:34]1[CH2:39][NH2:40])=O)(C)(C)C.C(Cl)CCl. (5) Given the product [CH3:19][N:17](/[CH:16]=[N:15]/[C:4]1[C:5]([O:13][CH3:14])=[CH:6][CH:7]=[C:8]([C:9]([F:12])([F:11])[F:10])[C:3]=1[C:1]([NH2:2])=[O:29])[CH3:18], predict the reactants needed to synthesize it. The reactants are: [C:1]([C:3]1[C:8]([C:9]([F:12])([F:11])[F:10])=[CH:7][CH:6]=[C:5]([O:13][CH3:14])[C:4]=1/[N:15]=[CH:16]/[N:17]([CH3:19])[CH3:18])#[N:2].NC1C([O:29]C)=CC(Br)=C(C(F)(F)F)C=1C#N.S(=O)(=O)(O)O.